Dataset: Full USPTO retrosynthesis dataset with 1.9M reactions from patents (1976-2016). Task: Predict the reactants needed to synthesize the given product. (1) The reactants are: C(OC(N=NC(OCC)=O)=O)C.[F:13][C:14]1[CH:15]=[C:16]([C@H:21]([N:26]2[C:34]3[C:29](=[CH:30][CH:31]=[CH:32][C:33]=3[F:35])[C:28]([CH3:37])([CH3:36])[C:27]2=[O:38])[C@H:22](O)[CH2:23][OH:24])[CH:17]=[C:18](F)[CH:19]=1.C1C=CC(P(C2C=CC=CC=2)C2C=CC=CC=2)=CC=1.CCCCCCC. Given the product [F:35][C:33]1[CH:32]=[CH:31][CH:30]=[C:29]2[C:34]=1[N:26]([C@@H:21]([C:16]1[CH:17]=[CH:18][CH:19]=[C:14]([F:13])[CH:15]=1)[C@H:22]1[CH2:23][O:24]1)[C:27](=[O:38])[C:28]2([CH3:36])[CH3:37], predict the reactants needed to synthesize it. (2) Given the product [CH3:13][N:15]([CH2:11][C@@H:7]1[CH2:8][CH2:9][CH2:10][NH:6]1)[CH3:16], predict the reactants needed to synthesize it. The reactants are: S(Cl)(Cl)(=O)=O.[NH:6]1[CH2:10][CH2:9][CH2:8][C@H:7]1[CH2:11]O.[CH2:13]([N:15](CC)[CH2:16]C)C. (3) Given the product [CH2:27]([N:29]([C:30]1[CH:35]=[CH:34][CH:33]=[CH:32][CH:31]=1)[C:10](=[O:12])[C:9]1[CH:13]=[CH:14][C:15]([N+:17]([O-:19])=[O:18])=[CH:16][C:8]=1[I:7])[CH3:28], predict the reactants needed to synthesize it. The reactants are: C(Cl)(=O)C(Cl)=O.[I:7][C:8]1[CH:16]=[C:15]([N+:17]([O-:19])=[O:18])[CH:14]=[CH:13][C:9]=1[C:10]([OH:12])=O.C(N(CC)CC)C.[CH2:27]([NH:29][C:30]1[CH:35]=[CH:34][CH:33]=[CH:32][CH:31]=1)[CH3:28].